From a dataset of Full USPTO retrosynthesis dataset with 1.9M reactions from patents (1976-2016). Predict the reactants needed to synthesize the given product. The reactants are: C(O[C:6]([N:8]1[CH2:13][CH2:12][N:11]([C:14](OC(C)(C)C)=O)[CH2:10][CH:9]1[CH2:21][C:22](OC)=[O:23])=O)(C)(C)C.[H-].[H-].[H-].[H-].[Li+].[Al+3]. Given the product [CH3:6][N:8]1[CH2:13][CH2:12][N:11]([CH3:14])[CH2:10][CH:9]1[CH2:21][CH2:22][OH:23], predict the reactants needed to synthesize it.